From a dataset of Forward reaction prediction with 1.9M reactions from USPTO patents (1976-2016). Predict the product of the given reaction. Given the reactants C(OC(=O)[NH:7][CH2:8][CH2:9][C:10]1[CH:15]=[CH:14][C:13]([O:16][C:17]2[S:18][C:19]3[CH:25]=[CH:24][CH:23]=[CH:22][C:20]=3[N:21]=2)=[CH:12][CH:11]=1)(C)(C)C.C(OC(=O)NCCC1C=CC(O)=CC=1)(C)(C)C.CC(C)=O.C(Cl)[Cl:49], predict the reaction product. The product is: [ClH:49].[S:18]1[C:19]2[CH:25]=[CH:24][CH:23]=[CH:22][C:20]=2[N:21]=[C:17]1[O:16][C:13]1[CH:14]=[CH:15][C:10]([CH2:9][CH2:8][NH2:7])=[CH:11][CH:12]=1.